From a dataset of Peptide-MHC class II binding affinity with 134,281 pairs from IEDB. Regression. Given a peptide amino acid sequence and an MHC pseudo amino acid sequence, predict their binding affinity value. This is MHC class II binding data. (1) The peptide sequence is KFVGITYALTVVWLLVFACS. The MHC is DRB5_0101 with pseudo-sequence DRB5_0101. The binding affinity (normalized) is 0. (2) The peptide sequence is VSATLEQDKCVTVMA. The MHC is DRB1_1101 with pseudo-sequence DRB1_1101. The binding affinity (normalized) is 0.194. (3) The peptide sequence is NSVVQALTSLGLLYT. The MHC is DRB1_1302 with pseudo-sequence DRB1_1302. The binding affinity (normalized) is 0.107. (4) The peptide sequence is YAHAAHAAHAAHAAHAA. The MHC is DRB1_1001 with pseudo-sequence DRB1_1001. The binding affinity (normalized) is 0.384. (5) The peptide sequence is APEDKYEAFVLHFSE. The MHC is DRB1_1101 with pseudo-sequence DRB1_1101. The binding affinity (normalized) is 0.326. (6) The MHC is DRB1_0901 with pseudo-sequence DRB1_0901. The binding affinity (normalized) is 0.710. The peptide sequence is VADDLTAAINKGILV. (7) The peptide sequence is AFKVAATVANAAPAN. The MHC is DRB1_0701 with pseudo-sequence DRB1_0701. The binding affinity (normalized) is 0.769. (8) The peptide sequence is SRMSMAMGTMAGCGY. The MHC is DRB5_0101 with pseudo-sequence DRB5_0101. The binding affinity (normalized) is 0.787. (9) The peptide sequence is GAYETYKFIPSLEAA. The MHC is DRB1_0901 with pseudo-sequence DRB1_0901. The binding affinity (normalized) is 0.763.